From a dataset of Full USPTO retrosynthesis dataset with 1.9M reactions from patents (1976-2016). Predict the reactants needed to synthesize the given product. (1) The reactants are: [CH3:1][S:2]([C:5]1[CH:10]=[CH:9][C:8](/[C:11](/[C:17]2[NH:25][C:20]3=[N:21][CH:22]=[CH:23][CH:24]=[C:19]3[CH:18]=2)=[CH:12]\[C:13]([CH3:16])([CH3:15])[CH3:14])=[CH:7][CH:6]=1)(=[O:4])=[O:3]. Given the product [CH3:1][S:2]([C:5]1[CH:10]=[CH:9][C:8]([CH:11]([C:17]2[NH:25][C:20]3=[N:21][CH:22]=[CH:23][CH:24]=[C:19]3[CH:18]=2)[CH2:12][C:13]([CH3:16])([CH3:15])[CH3:14])=[CH:7][CH:6]=1)(=[O:3])=[O:4], predict the reactants needed to synthesize it. (2) Given the product [CH3:1][S:2]([N:5]1[CH2:6][CH:7]=[C:8]([C:11]2[CH:12]=[C:13]3[CH2:19][C:18]([CH3:26])([CH:20]4[CH2:25][CH2:24][N:23]([C:28]5[S:29][C:30]([C:33]([F:36])([F:35])[F:34])=[N:31][N:32]=5)[CH2:22][CH2:21]4)[O:17][C:14]3=[CH:15][N:16]=2)[CH2:9][CH2:10]1)(=[O:3])=[O:4], predict the reactants needed to synthesize it. The reactants are: [CH3:1][S:2]([N:5]1[CH2:10][CH:9]=[C:8]([C:11]2[CH:12]=[C:13]3[CH2:19][C@@:18]([CH3:26])([CH:20]4[CH2:25][CH2:24][NH:23][CH2:22][CH2:21]4)[O:17][C:14]3=[CH:15][N:16]=2)[CH2:7][CH2:6]1)(=[O:4])=[O:3].Cl[C:28]1[S:29][C:30]([C:33]([F:36])([F:35])[F:34])=[N:31][N:32]=1.C(=O)([O-])[O-].[K+].[K+].